The task is: Predict which catalyst facilitates the given reaction.. This data is from Catalyst prediction with 721,799 reactions and 888 catalyst types from USPTO. (1) Reactant: [CH3:1][N:2]([C:11]1[CH:12]=[CH:13][CH:14]=[C:15]2[C:19]=1[NH:18][C:17]([C:20]1[S:21][CH:22]([CH2:25][C:26](=O)[CH:27]=[CH2:28])[CH2:23][N:24]=1)=[CH:16]2)[S:3]([C:6]1[S:7][CH:8]=[CH:9][CH:10]=1)(=[O:5])=[O:4].[CH3:30][NH:31][NH2:32].O1CCCC1. Product: [CH3:1][N:2]([C:11]1[CH:12]=[CH:13][CH:14]=[C:15]2[C:19]=1[NH:18][C:17]([C:20]1[S:21][CH:22]([CH2:25][C:26]3[CH2:27][CH2:28][N:31]([CH3:30])[N:32]=3)[CH2:23][N:24]=1)=[CH:16]2)[S:3]([C:6]1[S:7][CH:8]=[CH:9][CH:10]=1)(=[O:5])=[O:4]. The catalyst class is: 13. (2) Reactant: [S:1]1[C:9]2[C:4](=[N:5][CH:6]=[CH:7][CH:8]=2)[CH:3]=[C:2]1[C:10]([OH:12])=O.CN(C(ON1N=[N:28][C:23]2[CH:24]=[CH:25][CH:26]=[N:27][C:22]1=2)=[N+](C)C)C.F[P-](F)(F)(F)(F)F.[CH:37](N(CC)C(C)C)(C)[CH3:38]. Product: [N:27]12[CH2:26][CH2:25][CH:24]([CH2:37][CH2:38]1)[C@@H:23]([NH:28][C:10]([C:2]1[S:1][C:9]3[C:4](=[N:5][CH:6]=[CH:7][CH:8]=3)[CH:3]=1)=[O:12])[CH2:22]2. The catalyst class is: 3. (3) Reactant: [CH2:1]([O:8][C:9]([N:11]1[CH2:17][CH2:16][CH2:15][CH:14]([NH:18][C:19](=[O:26])[C@@H:20]([NH2:25])[CH2:21][CH:22]([CH3:24])[CH3:23])[CH:13]([OH:27])[CH2:12]1)=[O:10])[C:2]1[CH:7]=[CH:6][CH:5]=[CH:4][CH:3]=1.C(Cl)CCl.C1C=CC2N(O)N=NC=2C=1.[O:42]1[C:46]2[CH:47]=[CH:48][CH:49]=[CH:50][C:45]=2[CH:44]=[C:43]1[C:51](O)=[O:52]. Product: [CH2:1]([O:8][C:9]([N:11]1[CH2:17][CH2:16][CH2:15][CH:14]([NH:18][C:19](=[O:26])[C@@H:20]([NH:25][C:51]([C:43]2[O:42][C:46]3[CH:47]=[CH:48][CH:49]=[CH:50][C:45]=3[CH:44]=2)=[O:52])[CH2:21][CH:22]([CH3:24])[CH3:23])[CH:13]([OH:27])[CH2:12]1)=[O:10])[C:2]1[CH:7]=[CH:6][CH:5]=[CH:4][CH:3]=1. The catalyst class is: 98. (4) Reactant: [CH2:1]([O:8][C:9](Cl)=[O:10])[C:2]1[CH:7]=[CH:6][CH:5]=[CH:4][CH:3]=1.[CH3:12][O:13][CH2:14][CH2:15][O:16][CH2:17][O:18][C:19]1[CH:20]=[C:21]([CH:29]=[CH:30][C:31]=1[CH3:32])[CH2:22][CH:23]1[CH2:28][NH:27][CH2:26][CH2:25][NH:24]1.C(N(CC)CC)C.[F:40][C:41]([F:56])([F:55])[C:42]1[CH:43]=[C:44]([CH:48]=[C:49]([C:51]([F:54])([F:53])[F:52])[CH:50]=1)[C:45](Cl)=[O:46]. Product: [F:40][C:41]([F:55])([F:56])[C:42]1[CH:43]=[C:44]([CH:48]=[C:49]([C:51]([F:54])([F:52])[F:53])[CH:50]=1)[C:45]([N:24]1[CH2:25][CH2:26][N:27]([C:9]([O:8][CH2:1][C:2]2[CH:7]=[CH:6][CH:5]=[CH:4][CH:3]=2)=[O:10])[CH2:28][CH:23]1[CH2:22][C:21]1[CH:29]=[CH:30][C:31]([CH3:32])=[C:19]([O:18][CH2:17][O:16][CH2:15][CH2:14][O:13][CH3:12])[CH:20]=1)=[O:46]. The catalyst class is: 4.